Dataset: Full USPTO retrosynthesis dataset with 1.9M reactions from patents (1976-2016). Task: Predict the reactants needed to synthesize the given product. Given the product [C:16]1([CH2:15][CH2:14][CH2:13][CH2:12][CH2:11][O:10][C:8](=[O:9])[NH:7][C@H:3]2[C:4](=[O:6])[O:5][C@H:2]2[CH2:22][CH3:23])[CH:21]=[CH:20][CH:19]=[CH:18][CH:17]=1, predict the reactants needed to synthesize it. The reactants are: O[C@H:2]([CH2:22][CH3:23])[C@H:3]([NH:7][C:8]([O:10][CH2:11][CH2:12][CH2:13][CH2:14][CH2:15][C:16]1[CH:21]=[CH:20][CH:19]=[CH:18][CH:17]=1)=[O:9])[C:4]([OH:6])=[O:5].CCN(CC)CC.CN(C(ON1N=NC2C=CC=CC1=2)=[N+](C)C)C.[B-](F)(F)(F)F.